From a dataset of Full USPTO retrosynthesis dataset with 1.9M reactions from patents (1976-2016). Predict the reactants needed to synthesize the given product. (1) Given the product [Cl:12][C:6]1[C:7]([CH:8]([CH3:11])[CH2:9][O:10][S:14]([CH3:13])(=[O:16])=[O:15])=[C:2]([Cl:1])[N:3]=[CH:4][N:5]=1, predict the reactants needed to synthesize it. The reactants are: [Cl:1][C:2]1[C:7]([CH:8]([CH3:11])[CH2:9][OH:10])=[C:6]([Cl:12])[N:5]=[CH:4][N:3]=1.[CH3:13][S:14](Cl)(=[O:16])=[O:15]. (2) Given the product [NH2:20][N:35]1[CH:36]=[CH:37][C:38]2[N:29]=[CH:30][CH:31]=[CH:32][C:33]=2[C:34]1=[NH2+:39].[CH3:15][C:10]1[CH:11]=[C:12]([CH3:14])[CH:13]=[C:8]([CH3:28])[C:9]=1[S:16]([O-:19])(=[O:18])=[O:17], predict the reactants needed to synthesize it. The reactants are: FC(F)(F)C(O)=O.[C:8]1([CH3:28])[CH:13]=[C:12]([CH3:14])[CH:11]=[C:10]([CH3:15])[C:9]=1[S:16]([O:19][NH:20]C(=O)OC(C)(C)C)(=[O:18])=[O:17].[N:29]1[C:38]2[CH:37]=[CH:36][N:35]=[C:34]([NH2:39])[C:33]=2[CH:32]=[CH:31][CH:30]=1. (3) Given the product [CH:9]1([NH:8][C:6]2[N:5]3[N:12]=[CH:13][C:14]([CH:15]=[O:16])=[C:4]3[N:3]=[C:2]([S:18][CH3:17])[CH:7]=2)[CH2:11][CH2:10]1, predict the reactants needed to synthesize it. The reactants are: Cl[C:2]1[CH:7]=[C:6]([NH:8][CH:9]2[CH2:11][CH2:10]2)[N:5]2[N:12]=[CH:13][C:14]([CH:15]=[O:16])=[C:4]2[N:3]=1.[CH3:17][S-:18].[Na+].O. (4) Given the product [I:16][C:5]1[NH:4][N:3]=[C:2]([CH3:1])[C:6]=1[C:7]#[N:8], predict the reactants needed to synthesize it. The reactants are: [CH3:1][C:2]1[C:6]([C:7]#[N:8])=[CH:5][NH:4][N:3]=1.C1C(=O)N([I:16])C(=O)C1. (5) Given the product [CH2:47]([NH:51][C:41](=[O:43])[CH2:40][CH:37]1[CH2:38][CH2:39][N:34]([C:32]([N:12]2[C@@:13]([C:25]3[CH:26]=[CH:27][C:28]([Cl:31])=[CH:29][CH:30]=3)([CH3:24])[C@@:14]([C:17]3[CH:22]=[CH:21][C:20]([Cl:23])=[CH:19][CH:18]=3)([CH3:16])[N:15]=[C:11]2[C:8]2[CH:9]=[N:10][C:5]([C:1]([CH3:3])([CH3:4])[CH3:2])=[CH:6][C:7]=2[O:44][CH2:45][CH3:46])=[O:33])[CH2:35][CH2:36]1)[CH2:48][CH:49]=[CH2:50], predict the reactants needed to synthesize it. The reactants are: [C:1]([C:5]1[N:10]=[CH:9][C:8]([C:11]2[N:12]([C:32]([N:34]3[CH2:39][CH2:38][CH:37]([CH2:40][C:41]([OH:43])=O)[CH2:36][CH2:35]3)=[O:33])[C@@:13]([C:25]3[CH:30]=[CH:29][C:28]([Cl:31])=[CH:27][CH:26]=3)([CH3:24])[C@@:14]([C:17]3[CH:22]=[CH:21][C:20]([Cl:23])=[CH:19][CH:18]=3)([CH3:16])[N:15]=2)=[C:7]([O:44][CH2:45][CH3:46])[CH:6]=1)([CH3:4])([CH3:3])[CH3:2].[CH2:47]([NH2:51])[CH2:48][CH:49]=[CH2:50]. (6) Given the product [C:6]([O:10][C:11]([N:13]1[CH2:17][CH2:16][C@H:15]([O:18][S:2]([CH3:1])(=[O:4])=[O:3])[C@H:14]1[C:19](=[O:24])[N:20]([O:22][CH3:23])[CH3:21])=[O:12])([CH3:9])([CH3:8])[CH3:7], predict the reactants needed to synthesize it. The reactants are: [CH3:1][S:2](Cl)(=[O:4])=[O:3].[C:6]([O:10][C:11]([N:13]1[CH2:17][CH2:16][C@H:15]([OH:18])[C@H:14]1[C:19](=[O:24])[N:20]([O:22][CH3:23])[CH3:21])=[O:12])([CH3:9])([CH3:8])[CH3:7].C(N(CC)CC)C. (7) Given the product [CH3:9][C:4]1[C:3]([CH2:2][N:13]2[C:14]3=[N:20][N:19]([CH2:21][C:22]4[C:31]5[C:26](=[CH:27][CH:28]=[CH:29][CH:30]=5)[CH:25]=[CH:24][CH:23]=4)[C:18]([C:32]4[CH:33]=[C:34]([CH:38]=[CH:39][CH:40]=4)[C:35]([OH:37])=[O:36])=[C:15]3[C:16](=[O:17])[N:11]([CH3:10])[C:12]2=[O:41])=[C:7]([CH3:8])[O:6][N:5]=1, predict the reactants needed to synthesize it. The reactants are: Cl[CH2:2][C:3]1[C:4]([CH3:9])=[N:5][O:6][C:7]=1[CH3:8].[CH3:10][N:11]1[C:16](=[O:17])[C:15]2=[C:18]([C:32]3[CH:33]=[C:34]([CH:38]=[CH:39][CH:40]=3)[C:35]([OH:37])=[O:36])[N:19]([CH2:21][C:22]3[C:31]4[C:26](=[CH:27][CH:28]=[CH:29][CH:30]=4)[CH:25]=[CH:24][CH:23]=3)[N:20]=[C:14]2[NH:13][C:12]1=[O:41].C(=O)([O-])[O-].[K+].[K+]. (8) Given the product [CH3:16][O:17][C:18]([CH:20]1[CH2:24][CH2:23][CH:22]=[C:21]1[C:25](=[O:27])[NH:35][CH2:28][C:29]1[CH:34]=[CH:33][CH:32]=[CH:31][CH:30]=1)=[O:19], predict the reactants needed to synthesize it. The reactants are: C1(N=C=NC2CCCCC2)CCCCC1.[CH3:16][O:17][C:18]([CH:20]1[CH2:24][CH2:23][CH:22]=[C:21]1[C:25]([OH:27])=O)=[O:19].[CH2:28]([NH2:35])[C:29]1[CH:34]=[CH:33][CH:32]=[CH:31][CH:30]=1.OC1C2N=NNC=2C=CC=1.C(N(CC)CC)C. (9) Given the product [CH:1]1([C:26]2[C:27]([O:40][CH:41]3[CH2:46][CH2:45][CH2:44][C:43]([CH3:48])([CH3:47])[CH2:42]3)=[CH:28][C:29]([F:39])=[C:30]([CH:38]=2)[C:31]([O:33][C:34]([CH3:37])([CH3:36])[CH3:35])=[O:32])[CH2:7][CH2:6]1, predict the reactants needed to synthesize it. The reactants are: [C:1]12(COC3C(Cl)=CC(C(OC(C)(C)C)=O)=C(F)C=3)[CH2:7][CH:6]1CCCC2.Cl[C:26]1[C:27]([O:40][CH:41]2[CH2:46][CH2:45][CH2:44][C:43]([CH3:48])([CH3:47])[CH2:42]2)=[CH:28][C:29]([F:39])=[C:30]([CH:38]=1)[C:31]([O:33][C:34]([CH3:37])([CH3:36])[CH3:35])=[O:32]. (10) Given the product [F:29][C:19]1[CH:20]=[C:21]([O:24][C:25]([F:28])([F:27])[F:26])[CH:22]=[CH:23][C:18]=1[C@H:10]1[CH2:9][C@@H:8]([C:6]2[O:7][NH:33][C:4](=[O:3])[CH:5]=2)[CH2:13][CH2:12][N:11]1[C:14]([O:16][CH3:17])=[O:15], predict the reactants needed to synthesize it. The reactants are: C([O:3][C:4](=O)[CH2:5][C:6]([C@H:8]1[CH2:13][CH2:12][N:11]([C:14]([O:16][CH3:17])=[O:15])[C@@H:10]([C:18]2[CH:23]=[CH:22][C:21]([O:24][C:25]([F:28])([F:27])[F:26])=[CH:20][C:19]=2[F:29])[CH2:9]1)=[O:7])C.[OH-].[Na+].[NH2:33]O.Cl.